This data is from CYP2D6 inhibition data for predicting drug metabolism from PubChem BioAssay. The task is: Regression/Classification. Given a drug SMILES string, predict its absorption, distribution, metabolism, or excretion properties. Task type varies by dataset: regression for continuous measurements (e.g., permeability, clearance, half-life) or binary classification for categorical outcomes (e.g., BBB penetration, CYP inhibition). Dataset: cyp2d6_veith. (1) The drug is COc1ccc2[nH]cc(CCNc3ccnc(-c4ccccc4Cl)n3)c2c1. The result is 1 (inhibitor). (2) The compound is Cc1cc2c(nc1C)CCCN2CC(O)CN1CCCc2nc(C)c(C)cc21. The result is 0 (non-inhibitor). (3) The compound is COc1ccc(CCNC(=O)c2ccc(CS(=O)(=O)c3ccc(Cl)cc3)o2)cc1OC. The result is 0 (non-inhibitor).